Dataset: Peptide-MHC class II binding affinity with 134,281 pairs from IEDB. Task: Regression. Given a peptide amino acid sequence and an MHC pseudo amino acid sequence, predict their binding affinity value. This is MHC class II binding data. The peptide sequence is QKKYFAATQFEPLAA. The MHC is DRB1_1001 with pseudo-sequence DRB1_1001. The binding affinity (normalized) is 0.628.